This data is from Forward reaction prediction with 1.9M reactions from USPTO patents (1976-2016). The task is: Predict the product of the given reaction. (1) The product is: [F:1][C:2]1[CH:7]=[CH:6][C:5]([O:8][C:11]([CH3:18])([CH3:17])[C:12]([O:14][CH2:15][CH3:16])=[O:13])=[C:4]([CH3:9])[CH:3]=1. Given the reactants [F:1][C:2]1[CH:7]=[CH:6][C:5]([OH:8])=[C:4]([CH3:9])[CH:3]=1.Br[C:11]([CH3:18])([CH3:17])[C:12]([O:14][CH2:15][CH3:16])=[O:13].C(=O)([O-])[O-].[K+].[K+].CS(C)=O, predict the reaction product. (2) Given the reactants [H-].[Al+3].[Li+].[H-].[H-].[H-].[CH2:7]([C:9]1[N:10]=[CH:11][S:12][C:13]=1[C:14](OCC)=[O:15])[CH3:8], predict the reaction product. The product is: [CH2:7]([C:9]1[N:10]=[CH:11][S:12][C:13]=1[CH2:14][OH:15])[CH3:8]. (3) Given the reactants C(O)(=O)C.C(OC([NH:15][C:16]1[CH:20]=[C:19]([C:21]([O:23][C:24]2[CH:29]=[CH:28][CH:27]=[CH:26][CH:25]=2)=[O:22])[N:18]([C:30]2[C:35]([Cl:36])=[CH:34][CH:33]=[CH:32][N:31]=2)[N:17]=1)=O)C1C=CC=CC=1, predict the reaction product. The product is: [NH2:15][C:16]1[CH:20]=[C:19]([C:21]([O:23][C:24]2[CH:25]=[CH:26][CH:27]=[CH:28][CH:29]=2)=[O:22])[N:18]([C:30]2[C:35]([Cl:36])=[CH:34][CH:33]=[CH:32][N:31]=2)[N:17]=1. (4) Given the reactants [C:1]([NH2:7])(=[O:6])[C:2]([CH3:5])([CH3:4])[CH3:3].[Cl:8][CH2:9][C:10](=O)[CH2:11]Cl.C(=O)([O-])O.[Na+], predict the reaction product. The product is: [C:2]([C:1]1[O:6][CH:11]=[C:10]([CH2:9][Cl:8])[N:7]=1)([CH3:5])([CH3:4])[CH3:3]. (5) Given the reactants [F:1][C:2]1[CH:7]=[C:6]([I:8])[CH:5]=[CH:4][C:3]=1[OH:9].Br[CH2:11][C:12]([O:14][CH2:15][CH3:16])=[O:13].C(=O)([O-])[O-].[K+].[K+], predict the reaction product. The product is: [CH2:15]([O:14][C:12](=[O:13])[CH2:11][O:9][C:3]1[CH:4]=[CH:5][C:6]([I:8])=[CH:7][C:2]=1[F:1])[CH3:16]. (6) Given the reactants F[C:2]1[CH:3]=[C:4]([CH:19]=[CH:20][C:21]=1[N+:22]([O-])=O)[CH:5]=[C:6]1[CH2:11][CH2:10][N:9]([C:12]([O:14][C:15]([CH3:18])([CH3:17])[CH3:16])=[O:13])[CH2:8][CH2:7]1.N, predict the reaction product. The product is: [NH2:22][C:21]1[CH:20]=[CH:19][C:4]([CH:5]=[C:6]2[CH2:7][CH2:8][N:9]([C:12]([O:14][C:15]([CH3:16])([CH3:17])[CH3:18])=[O:13])[CH2:10][CH2:11]2)=[CH:3][CH:2]=1. (7) Given the reactants [Cl:1][C:2]1[CH:25]=[CH:24][C:5]([O:6][CH2:7][C:8]([N:10]2[C:16]3[CH:17]=[CH:18][CH:19]=[CH:20][C:15]=3[CH2:14][N:13]3[CH:21]=[CH:22][CH:23]=[C:12]3[CH2:11]2)=[O:9])=[C:4]([CH3:26])[CH:3]=1.[C:27]1([C:36]2[CH:41]=[CH:40][CH:39]=[CH:38][CH:37]=2)[CH:32]=[CH:31][C:30]([C:33](Cl)=[O:34])=[CH:29][CH:28]=1, predict the reaction product. The product is: [C:27]1([C:36]2[CH:37]=[CH:38][CH:39]=[CH:40][CH:41]=2)[CH:28]=[CH:29][C:30]([C:33]([C:21]2[N:13]3[C:12]([CH2:11][N:10]([C:8](=[O:9])[CH2:7][O:6][C:5]4[CH:24]=[CH:25][C:2]([Cl:1])=[CH:3][C:4]=4[CH3:26])[C:16]4[CH:17]=[CH:18][CH:19]=[CH:20][C:15]=4[CH2:14]3)=[CH:23][CH:22]=2)=[O:34])=[CH:31][CH:32]=1.